From a dataset of Full USPTO retrosynthesis dataset with 1.9M reactions from patents (1976-2016). Predict the reactants needed to synthesize the given product. (1) Given the product [F:18][C:15]1[N:16]=[CH:17][C:12]([CH2:8][C:7]([O:6][C:2]([CH3:5])([CH3:4])[CH3:3])=[O:10])=[CH:13][CH:14]=1, predict the reactants needed to synthesize it. The reactants are: [Cl-].[C:2]([O:6][C:7](=[O:10])[CH2:8][Zn+])([CH3:5])([CH3:4])[CH3:3].Br[C:12]1[CH:13]=[CH:14][C:15]([F:18])=[N:16][CH:17]=1.O. (2) Given the product [Cl:11][C:7]1[CH:6]=[C:5]2[C:10](=[CH:9][CH:8]=1)[NH:1][CH2:2][CH2:3][CH2:4]2, predict the reactants needed to synthesize it. The reactants are: [NH:1]1[C:10]2[C:5](=[CH:6][CH:7]=[CH:8][CH:9]=2)[CH2:4][CH2:3][CH2:2]1.[Cl:11]N1C(=O)CCC1=O. (3) Given the product [CH:1]1([CH2:7][NH:8][C:11]([NH:8][CH2:7][CH:1]2[CH2:6][CH2:5][CH2:4][CH2:3][CH2:2]2)=[O:12])[CH2:6][CH2:5][CH2:4][CH2:3][CH2:2]1, predict the reactants needed to synthesize it. The reactants are: [CH:1]1([CH2:7][NH2:8])[CH2:6][CH2:5][CH2:4][CH2:3][CH2:2]1.[OH-].[Na+].[C:11](Cl)(Cl)=[O:12]. (4) Given the product [C:2]([S:3]([NH:6][S:14]([F:13])(=[O:16])=[O:15])(=[O:5])=[O:4])([F:8])([F:7])[F:1], predict the reactants needed to synthesize it. The reactants are: [F:1][C:2]([F:8])([F:7])[S:3]([NH2:6])(=[O:5])=[O:4].S(Cl)(Cl)=O.[F:13][S:14](O)(=[O:16])=[O:15].Cl.[OH-].[K+].